Dataset: Buchwald-Hartwig C-N cross coupling reaction yields with 55,370 reactions. Task: Predict the reaction yield, written as a fraction of the theoretical maximum amount of product (1.0 means a 100% yield; for example, 0.34 means a 34% yield). The reactants are COc1ccc(Br)cc1.Cc1ccc(N)cc1.O=S(=O)(O[Pd]1c2ccccc2-c2ccccc2N~1)C(F)(F)F.CC(C)c1cc(C(C)C)c(-c2ccccc2P(C(C)(C)C)C(C)(C)C)c(C(C)C)c1.CCN=P(N=P(N(C)C)(N(C)C)N(C)C)(N(C)C)N(C)C.COC(=O)c1cc(-c2ccco2)on1. No catalyst specified. The product is COc1ccc(Nc2ccc(C)cc2)cc1. The yield is 0.427.